Dataset: Forward reaction prediction with 1.9M reactions from USPTO patents (1976-2016). Task: Predict the product of the given reaction. (1) The product is: [Cl:16][C:17]1[CH:24]=[CH:23][C:20]([CH2:21][NH:22][C:9](=[O:10])[O:11][C:12]([CH3:13])([CH3:14])[CH3:15])=[CH:19][C:18]=1[N+:25]([O-:27])=[O:26]. Given the reactants [C:9](O[C:9]([O:11][C:12]([CH3:15])([CH3:14])[CH3:13])=[O:10])([O:11][C:12]([CH3:15])([CH3:14])[CH3:13])=[O:10].[Cl:16][C:17]1[CH:24]=[CH:23][C:20]([CH2:21][NH2:22])=[CH:19][C:18]=1[N+:25]([O-:27])=[O:26].N, predict the reaction product. (2) Given the reactants [NH:1]1[C:9]2[C:4](=[CH:5][CH:6]=[CH:7][CH:8]=2)[CH2:3][C:2]1=[O:10].[C:11]1([S:17]([C:20]2[C:21]([CH2:28][CH2:29][C:30]([OH:32])=[O:31])=[C:22]([CH:26]=O)[NH:23][C:24]=2[CH3:25])(=[O:19])=[O:18])[CH:16]=[CH:15][CH:14]=[CH:13][CH:12]=1.CC(O/N=C(/C(NCC=O)=O)\C1N=C(N)SC=1)(C(O)=O)C.N1CCCCC1, predict the reaction product. The product is: [C:11]1([S:17]([C:20]2[C:21]([CH2:28][CH2:29][C:30]([OH:32])=[O:31])=[C:22](/[CH:26]=[C:3]3\[C:2](=[O:10])[NH:1][C:9]4[C:4]\3=[CH:5][CH:6]=[CH:7][CH:8]=4)[NH:23][C:24]=2[CH3:25])(=[O:18])=[O:19])[CH:12]=[CH:13][CH:14]=[CH:15][CH:16]=1.